Dataset: Experimentally validated miRNA-target interactions with 360,000+ pairs, plus equal number of negative samples. Task: Binary Classification. Given a miRNA mature sequence and a target amino acid sequence, predict their likelihood of interaction. (1) Result: 0 (no interaction). The miRNA is mmu-miR-590-3p with sequence UAAUUUUAUGUAUAAGCUAGU. The protein sequence of the target gene is MRNPGGSLPHTLPRALQHAGRTGVVEQPGRWAPERTAGGDRSEDRLPRGGGASAAAAAAAAAASGALLGAYLERHGLPAASDLPAPAGALAGGPGSGGGVVVGVAEVRNWRCCCLGSTCWCRSLVLVCVLAALCFASLALVRRYLQHLLLWVESLDSLLGVLLFVVGFIVVSFPCGWGYIVLNVAAGYLYGFVLGMGLMVVGVLIGTFIAHVVCKRLLTAWVAARIQNSDKLSAVIRVVEGGSGLKVVALARLTPIPFGLQNAVFSITDVPLPSYLMASSAGLLPTQLLNSYLGTTLRTM.... (2) The miRNA is hsa-miR-5585-5p with sequence UGAAGUACCAGCUACUCGAGAG. The protein sequence of the target gene is MVNEYKRIVLLRGLECINKHYFSLFKSLLARDLNLERDNQEQYTTIQIANMMEEKFPADSGLGKLIAFCEEVPALRKRAEILKKERSEVTGETSLEKNGQEAGPATPTSTTSHMLASERGETSATQEETSTAQAGTSTAQARTSTAQAGTSTAQKRKIMREEETGVKKSKAAKEPDQPPCCEEPTARCQSPILHSSSSASSNIPSAKNQKSQPQNQNIPRGAVLHSEPLTVMVLTATDPFEYESPEHEVKNMLHATVATVSQYFHVKVFNINLKEKFTKKNFIIISNYFESKGILEINET.... Result: 0 (no interaction). (3) The miRNA is mmu-miR-3962 with sequence AGGUAGUAGUUUGUACAUUU. The protein sequence of the target gene is MLWFFSVRALAERPCRRSPGITCCVLLLLNCSGVPMSLASSFLTGSVAKCENEGEVLQIPFITDNPCIMCVCLNKEVTCKREKCPVLSRDCALAIKQRGACCERCKGCTHEGRTYNSSFKWQTPAEPCVLRQCQEGVVTESEVRCVVHCKNPAEHQGACCPTCPGCVFEGVQYREGEEFQPEGNKCITCSCVGGRTQCVREVCPILSCPQHLSHTPSGQCCPKCLGQRKVFDLPFGSCLFRSDVYDNGASFVYDNCTVCTCKDSTMVCKKKCSHPGVCNSDEDACCEDCLLRVPPEDIKV.... Result: 0 (no interaction). (4) The miRNA is ssc-miR-361-3p with sequence CCCCCAGGUGUGAUUCUGAUUUGC. The protein sequence of the target gene is MSVFGKLFGAGGGKAGKGGPTPQEAIQRLRDTEEMLSKKQEFLEKKIEQELTAAKKHGTKNKRAALQALKRKKRYEKQLAQIDGTLSTIEFQREALENANTNTEVLKNMGYAAKAMKAAHDNMDIDKVDELMQDIADQQELAEEISTAISKPVGFGEEFDEDELMAELEELEQEELDKNLLEISGPETVPLPNVPSIALPSKPAKKKEEEDDDMKELENWAGSM. Result: 0 (no interaction). (5) The miRNA is hsa-miR-497-5p with sequence CAGCAGCACACUGUGGUUUGU. The protein sequence of the target gene is MSCTRMIQVLDPRPLTSSVMPVDVAMRLCLAHSPPVKSFLGPYDEFQRRHFVNKLKPLKSCLNIKHKAKSQNDWKCSHNQAKKRVVFADSKGLSLTAIHVFSDLPEEPAWDLQFDLLDLNDISSALKHHEEKNLILDFPQPSTDYLSFRSHFQKNFVCLENCSLQERTVTGTVKVKNVSFEKKVQIRITFDSWKNYTDVDCVYMKNVYGGTDSDTFSFAIDLPPVIPTEQKIEFCISYHANGQVFWDNNDGQNYRIVHVQWKPDGVQTQMAPQDCAFHQTSPKTELESTIFGSPRLASGL.... Result: 0 (no interaction).